From a dataset of Full USPTO retrosynthesis dataset with 1.9M reactions from patents (1976-2016). Predict the reactants needed to synthesize the given product. (1) Given the product [C:1]([NH:5][C:6]([C:8]1[C:16]2[C:11](=[N:12][CH:13]=[C:14]([N:17]3[C:25]4[C:20](=[CH:21][C:22]([F:26])=[CH:23][CH:24]=4)[CH:19]=[N:18]3)[N:15]=2)[NH:10][CH:9]=1)=[O:7])([CH3:4])([CH3:2])[CH3:3], predict the reactants needed to synthesize it. The reactants are: [C:1]([NH:5][C:6]([C:8]1[C:16]2[C:11](=[N:12][CH:13]=[C:14]([N:17]3[C:25]4[C:20](=[CH:21][C:22]([F:26])=[CH:23][CH:24]=4)[CH:19]=[N:18]3)[N:15]=2)[N:10](COCC[Si](C)(C)C)[CH:9]=1)=[O:7])([CH3:4])([CH3:3])[CH3:2].FC(F)(F)C(O)=O. (2) Given the product [CH3:23][C:22]([CH3:25])([CH3:24])[CH2:26][C:27]1[N:14]([CH2:15][CH2:16][N:17]2[CH2:21][CH2:20][CH2:19][CH2:18]2)[C:3]2[CH:4]=[CH:5][C:6]([S:8]([CH:11]([CH3:12])[CH3:13])(=[O:9])=[O:10])=[CH:7][C:2]=2[N:1]=1, predict the reactants needed to synthesize it. The reactants are: [NH2:1][C:2]1[CH:7]=[C:6]([S:8]([CH:11]([CH3:13])[CH3:12])(=[O:10])=[O:9])[CH:5]=[CH:4][C:3]=1[NH:14][CH2:15][CH2:16][N:17]1[CH2:21][CH2:20][CH2:19][CH2:18]1.[C:22]([CH2:26][C:27](Cl)=O)([CH3:25])([CH3:24])[CH3:23].[OH-].[Na+].C(O)C. (3) Given the product [CH2:1]([O:3][C:4]([C:5]1[CH:6]=[C:7]2[C:8](=[CH:9][CH:10]=1)[NH:11][CH:12]([C:13]1[CH:18]=[C:17]([CH3:19])[CH:16]=[C:15]([Br:20])[CH:14]=1)[C:23]([CH3:25])([CH3:24])[CH:22]2[OH:26])=[O:21])[CH3:2], predict the reactants needed to synthesize it. The reactants are: [CH2:1]([O:3][C:4](=[O:21])[C:5]1[CH:10]=[CH:9][C:8]([N:11]=[CH:12][C:13]2[CH:18]=[C:17]([CH3:19])[CH:16]=[C:15]([Br:20])[CH:14]=2)=[CH:7][CH:6]=1)[CH3:2].[CH:22](=[O:26])[CH:23]([CH3:25])[CH3:24].O. (4) Given the product [Cl:1][C:2]1[C:3]([CH2:12][N:13]2[C:17]3[CH:18]=[C:19]([O:23][CH2:24][CH2:25][CH2:26][C:27]([OH:29])=[O:28])[CH:20]=[C:21]([CH3:22])[C:16]=3[N:15]=[C:14]2[CH3:32])=[N:4][CH:5]=[C:6]([C:8]([F:11])([F:10])[F:9])[CH:7]=1, predict the reactants needed to synthesize it. The reactants are: [Cl:1][C:2]1[C:3]([CH2:12][N:13]2[C:17]3[CH:18]=[C:19]([O:23][CH2:24][CH2:25][CH2:26][C:27]([O:29]CC)=[O:28])[CH:20]=[C:21]([CH3:22])[C:16]=3[N:15]=[C:14]2[CH3:32])=[N:4][CH:5]=[C:6]([C:8]([F:11])([F:10])[F:9])[CH:7]=1.[OH-].[Na+].Cl. (5) Given the product [CH2:29]([O:28][C:26]([NH:1][C:2]1[CH:3]=[CH:4][C:5]([N:9]2[CH2:14][CH2:13][N:12]([CH2:15][CH2:16][F:17])[C:11](=[O:18])[CH2:10]2)=[C:6]([F:8])[CH:7]=1)=[O:27])[C:30]1[CH:35]=[CH:34][CH:33]=[CH:32][CH:31]=1, predict the reactants needed to synthesize it. The reactants are: [NH2:1][C:2]1[CH:3]=[CH:4][C:5]([N:9]2[CH2:14][CH2:13][N:12]([CH2:15][CH2:16][F:17])[C:11](=[O:18])[CH2:10]2)=[C:6]([F:8])[CH:7]=1.N1C=CC=CC=1.Cl[C:26]([O:28][CH2:29][C:30]1[CH:35]=[CH:34][CH:33]=[CH:32][CH:31]=1)=[O:27]. (6) Given the product [CH3:3][CH:2]([N:4]1[CH2:9][CH2:8][N:7]([CH2:10][C:11]([N:13]2[C:21]3[C:16](=[CH:17][C:18]([O:25][CH3:26])=[C:19]([NH2:22])[CH:20]=3)[CH2:15][CH2:14]2)=[O:12])[CH2:6][CH2:5]1)[CH3:1], predict the reactants needed to synthesize it. The reactants are: [CH3:1][CH:2]([N:4]1[CH2:9][CH2:8][N:7]([CH2:10][C:11]([N:13]2[C:21]3[C:16](=[CH:17][C:18]([O:25][CH3:26])=[C:19]([N+:22]([O-])=O)[CH:20]=3)[CH2:15][CH2:14]2)=[O:12])[CH2:6][CH2:5]1)[CH3:3].O.O.[Sn](Cl)Cl.Cl. (7) Given the product [CH:22]([N:20]1[CH2:21][CH:18]([N:8]2[CH2:9][CH2:10][N:5]([C:3](=[O:4])[C:2]([F:1])([F:11])[F:12])[CH2:6][CH2:7]2)[CH2:19]1)([C:29]1[CH:30]=[CH:31][CH:32]=[CH:33][CH:34]=1)[C:23]1[CH:24]=[CH:25][CH:26]=[CH:27][CH:28]=1, predict the reactants needed to synthesize it. The reactants are: [F:1][C:2]([F:12])([F:11])[C:3]([N:5]1[CH2:10][CH2:9][NH:8][CH2:7][CH2:6]1)=[O:4].CS(O[CH:18]1[CH2:21][N:20]([CH:22]([C:29]2[CH:34]=[CH:33][CH:32]=[CH:31][CH:30]=2)[C:23]2[CH:28]=[CH:27][CH:26]=[CH:25][CH:24]=2)[CH2:19]1)(=O)=O.CCN(C(C)C)C(C)C. (8) Given the product [CH3:1][C:2]1[N:3]=[C:4]([NH:7][C:8]([C:10]2[CH:15]=[C:14]([C:27]3[CH:32]=[CH:31][N:30]=[C:29]([C:33]#[N:34])[CH:28]=3)[CH:13]=[C:12]([CH3:25])[N:11]=2)=[O:9])[S:5][CH:6]=1, predict the reactants needed to synthesize it. The reactants are: [CH3:1][C:2]1[N:3]=[C:4]([NH:7][C:8]([C:10]2[CH:15]=[C:14](B3OC(C)(C)C(C)(C)O3)[CH:13]=[C:12]([CH3:25])[N:11]=2)=[O:9])[S:5][CH:6]=1.Br[C:27]1[CH:32]=[CH:31][N:30]=[C:29]([C:33]#[N:34])[CH:28]=1.